From a dataset of Full USPTO retrosynthesis dataset with 1.9M reactions from patents (1976-2016). Predict the reactants needed to synthesize the given product. (1) Given the product [CH2:1]([O:8][C:9]1[CH:16]=[CH:15][C:12]([CH2:13][OH:14])=[CH:11][C:10]=1[O:17][CH2:18][CH2:19][CH2:20][O:21][CH3:22])[C:2]1[CH:3]=[CH:4][CH:5]=[CH:6][CH:7]=1, predict the reactants needed to synthesize it. The reactants are: [CH2:1]([O:8][C:9]1[CH:16]=[CH:15][C:12]([CH:13]=[O:14])=[CH:11][C:10]=1[O:17][CH2:18][CH2:19][CH2:20][O:21][CH3:22])[C:2]1[CH:7]=[CH:6][CH:5]=[CH:4][CH:3]=1.B([O-])=O.[Na+]. (2) Given the product [N:2]1([CH2:9][C:10]([O:12][C:13]([CH3:16])([CH3:15])[CH3:14])=[O:11])[CH2:5][CH2:4][CH2:3]1, predict the reactants needed to synthesize it. The reactants are: Cl.[NH:2]1[CH2:5][CH2:4][CH2:3]1.[OH-].[Na+].Br[CH2:9][C:10]([O:12][C:13]([CH3:16])([CH3:15])[CH3:14])=[O:11].C(OCC)(=O)C. (3) Given the product [OH:20][CH:14]1[C:15](=[O:19])[NH:16][C:17](=[O:18])[CH:12]([N:3]2[C:2](=[O:1])[C:10]3[C:5](=[CH:6][CH:7]=[CH:8][CH:9]=3)[C:4]2=[O:11])[CH2:13]1, predict the reactants needed to synthesize it. The reactants are: [O:1]=[C:2]1[C:10]2[C:5](=[CH:6][CH:7]=[CH:8][CH:9]=2)[C:4](=[O:11])[N:3]1[CH:12]1[C:17](=[O:18])[NH:16][C:15](=[O:19])[CH:14]([O:20]C(=O)C)[CH2:13]1.C1(C)C=CC(S(O)(=O)=O)=CC=1.